From a dataset of Full USPTO retrosynthesis dataset with 1.9M reactions from patents (1976-2016). Predict the reactants needed to synthesize the given product. (1) Given the product [C:20]([C:19]1[CH:22]=[CH:23][C:16]([NH:1][C@H:2]([C@H:3]([OH:4])[CH3:5])[C:6]([OH:8])=[O:7])=[CH:17][C:18]=1[C:24]([F:25])([F:26])[F:27])#[N:21], predict the reactants needed to synthesize it. The reactants are: [NH2:1][C@@H:2]([C:6]([OH:8])=[O:7])[C@@H:3]([CH3:5])[OH:4].C([O-])([O-])=O.[K+].[K+].F[C:16]1[CH:23]=[CH:22][C:19]([C:20]#[N:21])=[C:18]([C:24]([F:27])([F:26])[F:25])[CH:17]=1. (2) Given the product [CH2:31]([C@@H:35]1[N:40]([C:58](=[O:59])/[CH:57]=[CH:56]/[C:53]2[CH:52]=[CH:51][C:50]([S:47]([CH3:46])(=[O:48])=[O:49])=[CH:55][CH:54]=2)[CH2:39][C@H:38]([CH2:41][CH:42]([CH3:44])[CH3:43])[NH:37][C:36]1=[O:45])[CH:32]([CH3:34])[CH3:33], predict the reactants needed to synthesize it. The reactants are: C([C@@H]1N(C(=O)C2C=CC(OC3C=CC=CC=3)=CC=2)C[C@H](CC(C)C)NC1=O)C(C)C.[CH2:31]([C@@H:35]1[NH:40][CH2:39][C@H:38]([CH2:41][CH:42]([CH3:44])[CH3:43])[NH:37][C:36]1=[O:45])[CH:32]([CH3:34])[CH3:33].[CH3:46][S:47]([C:50]1[CH:55]=[CH:54][C:53](/[CH:56]=[CH:57]/[C:58](O)=[O:59])=[CH:52][CH:51]=1)(=[O:49])=[O:48]. (3) The reactants are: [NH2:1][C:2]1[N:6]([C:7]2[C:8]([F:43])=[CH:9][C:10]([CH3:42])=[C:11]([CH:13]([S:18][CH:19]([C:24]3[CH:29]=[C:28]([N:30]4[C:34]([NH2:35])=[N:33][C:32]([C:36]([F:39])([F:38])[F:37])=[N:31]4)[C:27]([F:40])=[CH:26][C:25]=3[CH3:41])[C:20]([F:23])([F:22])[F:21])[C:14]([F:17])([F:16])[F:15])[CH:12]=2)[N:5]=[C:4]([C:44]([F:47])([F:46])[F:45])[N:3]=1.ClC1C=CC=C(C(OO)=[O:56])C=1. Given the product [NH2:1][C:2]1[N:6]([C:7]2[C:8]([F:43])=[CH:9][C:10]([CH3:42])=[C:11]([CH:13]([S:18]([CH:19]([C:24]3[CH:29]=[C:28]([N:30]4[C:34]([NH2:35])=[N:33][C:32]([C:36]([F:39])([F:37])[F:38])=[N:31]4)[C:27]([F:40])=[CH:26][C:25]=3[CH3:41])[C:20]([F:21])([F:22])[F:23])=[O:56])[C:14]([F:17])([F:16])[F:15])[CH:12]=2)[N:5]=[C:4]([C:44]([F:47])([F:46])[F:45])[N:3]=1, predict the reactants needed to synthesize it. (4) Given the product [F:52][C:53]([F:59])([F:58])[S:54]([O:1][C:2]1[CH:10]=[CH:9][C:8]([C:11]2[N:12]([C:37]([O:39][C:40]([CH3:43])([CH3:42])[CH3:41])=[O:38])[C:13]3[C:18]([CH:19]=2)=[CH:17][C:16]([CH2:20][N:21]2[CH2:22][CH2:23][N:24]([CH2:27][CH2:28][O:29][Si:30]([C:33]([CH3:36])([CH3:34])[CH3:35])([CH3:32])[CH3:31])[CH2:25][CH2:26]2)=[CH:15][CH:14]=3)=[C:7]2[C:3]=1[CH2:4][NH:5][C:6]2=[O:44])(=[O:56])=[O:55], predict the reactants needed to synthesize it. The reactants are: [OH:1][C:2]1[CH:10]=[CH:9][C:8]([C:11]2[N:12]([C:37]([O:39][C:40]([CH3:43])([CH3:42])[CH3:41])=[O:38])[C:13]3[C:18]([CH:19]=2)=[CH:17][C:16]([CH2:20][N:21]2[CH2:26][CH2:25][N:24]([CH2:27][CH2:28][O:29][Si:30]([C:33]([CH3:36])([CH3:35])[CH3:34])([CH3:32])[CH3:31])[CH2:23][CH2:22]2)=[CH:15][CH:14]=3)=[C:7]2[C:3]=1[CH2:4][NH:5][C:6]2=[O:44].C(N(CC)CC)C.[F:52][C:53]([F:59])([F:58])[S:54](Cl)(=[O:56])=[O:55]. (5) Given the product [F:11][C:10]1[CH:9]=[C:8]2[C:4]([C:5]([C:21]3[CH:22]=[N:23][N:24]([CH2:26][CH2:34][C:33]([O:37][C:38]([CH3:41])([CH3:40])[CH3:39])=[O:36])[CH:25]=3)=[CH:6][N:7]2[S:12]([C:15]2[CH:20]=[CH:19][CH:18]=[CH:17][CH:16]=2)(=[O:13])=[O:14])=[CH:3][CH:2]=1, predict the reactants needed to synthesize it. The reactants are: F[C:2]1[CH:3]=[C:4]2[C:8](=[CH:9][C:10]=1[F:11])[N:7]([S:12]([C:15]1[CH:20]=[CH:19][CH:18]=[CH:17][CH:16]=1)(=[O:14])=[O:13])[CH:6]=[C:5]2[C:21]1[CH:22]=[N:23][N:24]([CH2:26]C2CCNCC2)[CH:25]=1.[C:33]([O:37][C:38]([CH3:41])([CH3:40])[CH3:39])(=[O:36])[CH:34]=C.C([O-])([O-])=O.[Cs+].[Cs+]. (6) The reactants are: [CH2:1]([O:3][C:4](=[O:23])[CH:5]([C:7]1[C:8]([CH3:22])=[N:9][C:10]2[N:11]([N:14]=[C:15]([C:17]([O:19][CH2:20][CH3:21])=[O:18])[CH:16]=2)[C:12]=1[I:13])[OH:6])[CH3:2].CC(OI1(OC(C)=O)(OC(C)=O)OC(=O)C2C=CC=CC1=2)=O. Given the product [CH2:1]([O:3][C:4](=[O:23])[C:5]([C:7]1[C:8]([CH3:22])=[N:9][C:10]2[N:11]([N:14]=[C:15]([C:17]([O:19][CH2:20][CH3:21])=[O:18])[CH:16]=2)[C:12]=1[I:13])=[O:6])[CH3:2], predict the reactants needed to synthesize it. (7) Given the product [NH2:27][C@@H:28]([C@H:32]([OH:34])[CH3:33])[C:13]([NH:12][C:9]1[CH:8]=[CH:7][C:6]([CH2:5][CH2:4][CH2:3][C:2](=[O:1])[CH2:2][CH2:3][CH2:4][CH2:5][CH2:6][CH3:7])=[CH:11][CH:10]=1)=[O:19], predict the reactants needed to synthesize it. The reactants are: [OH:1][CH2:2][CH2:3][CH2:4][CH2:5][C:6]1[CH:11]=[CH:10][C:9]([NH:12][C:13](=[O:19])OC(C)(C)C)=[CH:8][CH:7]=1.C(OC([NH:27][C@@H:28]([C@H:32]([OH:34])[CH3:33])C(O)=O)=O)(C)(C)C.